Dataset: Catalyst prediction with 721,799 reactions and 888 catalyst types from USPTO. Task: Predict which catalyst facilitates the given reaction. (1) Reactant: [F:1][C:2]1[C:3]2[CH:4]=[C:5]3[C:14]4[N:15]=[C:16]([C:19]5[C:20]([N:39]([CH3:44])[S:40]([CH3:43])(=[O:42])=[O:41])=[CH:21][C:22]6[O:26][C:25]([C:27]7[CH:32]=[CH:31][C:30]([F:33])=[CH:29][CH:28]=7)=[C:24]([C:34]([NH:36][CH3:37])=[O:35])[C:23]=6[CH:38]=5)[CH:17]=[CH:18][C:13]=4[O:12][CH2:11][N:6]3[C:7]=2[CH:8]=[CH:9][CH:10]=1.C([Li])CCC.Cl[C:51]([O:53][CH2:54][CH3:55])=[O:52]. Product: [F:1][C:2]1[C:3]2[CH:4]=[C:5]3[C:14]4[N:15]=[C:16]([C:19]5[C:20]([N:39]([CH3:44])[S:40]([CH3:43])(=[O:42])=[O:41])=[CH:21][C:22]6[O:26][C:25]([C:27]7[CH:28]=[CH:29][C:30]([F:33])=[CH:31][CH:32]=7)=[C:24]([C:34]([N:36]([CH3:37])[C:51](=[O:52])[O:53][CH2:54][CH3:55])=[O:35])[C:23]=6[CH:38]=5)[CH:17]=[CH:18][C:13]=4[O:12][CH2:11][N:6]3[C:7]=2[CH:8]=[CH:9][CH:10]=1. The catalyst class is: 1. (2) Reactant: [Br:1][C:2]1[CH:13]=[C:12]([CH3:14])[CH:11]=[CH:10][C:3]=1[C:4](N(C)OC)=O.[H-].[CH2:16]([Al+]CC(C)C)C(C)C.[Cl-].[NH4+:26].S([O-])([O-])(=O)=O.[Na+].[Na+].[CH3:34][OH:35]. Product: [Br:1][C:2]1[CH:13]=[C:12]([CH3:14])[CH:11]=[CH:10][C:3]=1[C:4]1[O:35][CH:34]=[N:26][CH:16]=1. The catalyst class is: 7. (3) Reactant: Cl[C:2]1[CH:7]=[CH:6][N:5]2[N:8]=[CH:9][C:10]([C:11]([O:13][CH2:14][CH3:15])=[O:12])=[C:4]2[N:3]=1.[F:16][C:17]1[CH:22]=[CH:21][C:20]([F:23])=[CH:19][C:18]=1[CH:24]1[CH2:28][CH2:27][CH2:26][NH:25]1.[F-].[K+].O. Product: [F:16][C:17]1[CH:22]=[CH:21][C:20]([F:23])=[CH:19][C:18]=1[CH:24]1[CH2:28][CH2:27][CH2:26][N:25]1[C:2]1[CH:7]=[CH:6][N:5]2[N:8]=[CH:9][C:10]([C:11]([O:13][CH2:14][CH3:15])=[O:12])=[C:4]2[N:3]=1. The catalyst class is: 16. (4) Reactant: C([O:3][C:4]([C:6]1[C:7]2[CH:14]=[CH:13][N:12]([S:15]([C:18]3[CH:23]=[CH:22][C:21]([CH3:24])=[CH:20][CH:19]=3)(=[O:17])=[O:16])[C:8]=2[N:9]=[CH:10][N:11]=1)=[CH2:5])C.C1COCC1. Product: [C:21]1([CH3:24])[CH:20]=[CH:19][C:18]([S:15]([N:12]2[C:8]3[N:9]=[CH:10][N:11]=[C:6]([C:4](=[O:3])[CH3:5])[C:7]=3[CH:14]=[CH:13]2)(=[O:17])=[O:16])=[CH:23][CH:22]=1. The catalyst class is: 5. (5) Reactant: [CH2:1]([NH:8][C:9]1[N:17]=[CH:16][N:15]=[C:14]2[C:10]=1[NH:11][CH:12]=[N:13]2)[C:2]1[CH:7]=[CH:6][CH:5]=[CH:4][CH:3]=1.C([O-])([O-])=O.[K+].[K+].[Br:24][CH2:25][CH2:26]Br. Product: [CH2:1]([NH:8][C:9]1[N:17]=[CH:16][N:15]=[C:14]2[C:10]=1[N:11]=[CH:12][N:13]2[CH2:26][CH2:25][Br:24])[C:2]1[CH:7]=[CH:6][CH:5]=[CH:4][CH:3]=1. The catalyst class is: 3.